Dataset: Experimentally validated miRNA-target interactions with 360,000+ pairs, plus equal number of negative samples. Task: Binary Classification. Given a miRNA mature sequence and a target amino acid sequence, predict their likelihood of interaction. The miRNA is hsa-miR-6784-5p with sequence GCCGGGGCUUUGGGUGAGGG. The protein sequence of the target gene is MTPSEGARAGTGRELEMLDSLLALGGLVLLRDSVEWEGRSLLKALVKKSALCGEQVHILGCEVSEEEFREGFDSDINNRLVYHDFFRDPLNWSKTEEAFPGGPLGALRAMCKRTDPVPVTIALDSLSWLLLRLPCTTLCQVLHAVSHQDSCPGDSSSVGKVSVLGLLHEELHGPGPVGALSSLAQTEVTLGGTMGQASAHILCRRPRQRPTDQTQWFSILPDFSLDLQEGPSVESQPYSDPHIPPVDPTTHLTFNLHLSKKEREARDSLILPFQFSSEKQQALLRPRPGQATSHIFYEPD.... Result: 0 (no interaction).